This data is from Full USPTO retrosynthesis dataset with 1.9M reactions from patents (1976-2016). The task is: Predict the reactants needed to synthesize the given product. (1) Given the product [ClH:54].[NH:1]1[CH:5]=[C:4]([C:6]2[CH:7]=[C:8]([NH:16][C:17](=[O:45])[CH2:18][C:19]3[CH:24]=[CH:23][C:22]([C:25]4[CH:30]=[C:29]([O:31][CH2:32][CH3:33])[C:28](=[O:34])[NH:27][CH:26]=4)=[CH:21][C:20]=3[F:44])[CH:9]=[C:10]([C:12]([F:15])([F:14])[F:13])[CH:11]=2)[CH:3]=[N:2]1, predict the reactants needed to synthesize it. The reactants are: [NH:1]1[CH:5]=[C:4]([C:6]2[CH:7]=[C:8]([NH:16][C:17](=[O:45])[CH2:18][C:19]3[CH:24]=[CH:23][C:22]([C:25]4[CH:26]=[N:27][C:28]([O:34]CC5C=CC(OC)=CC=5)=[C:29]([O:31][CH2:32][CH3:33])[CH:30]=4)=[CH:21][C:20]=3[F:44])[CH:9]=[C:10]([C:12]([F:15])([F:14])[F:13])[CH:11]=2)[CH:3]=[N:2]1.C(O)(C(F)(F)F)=O.C(Cl)[Cl:54]. (2) Given the product [CH:1]1([CH2:5][C:6]2[N:7]=[C:8]([C:11]3[N:15]=[C:14]([CH2:16][C:17]([CH3:23])([CH3:22])[C:18]([O:20][CH3:21])=[O:19])[O:13][N:12]=3)[S:9][C:10]=2[C:25]2[CH:30]=[CH:29][C:28]([S:31](=[O:32])(=[O:33])[NH:34][C@@H:35]([CH3:40])[C:36]([F:38])([F:39])[F:37])=[C:27]([Cl:41])[C:26]=2[Cl:42])[CH2:2][CH2:3][CH2:4]1, predict the reactants needed to synthesize it. The reactants are: [CH:1]1([CH2:5][C:6]2[N:7]=[C:8]([C:11]3[N:15]=[C:14]([CH2:16][C:17]([CH3:23])([CH3:22])[C:18]([O:20][CH3:21])=[O:19])[O:13][N:12]=3)[S:9][CH:10]=2)[CH2:4][CH2:3][CH2:2]1.Br[C:25]1[CH:30]=[CH:29][C:28]([S:31]([NH:34][C@@H:35]([CH3:40])[C:36]([F:39])([F:38])[F:37])(=[O:33])=[O:32])=[C:27]([Cl:41])[C:26]=1[Cl:42].C([O-])([O-])=O.[K+].[K+].P(C1CCCCC1)(C1CCCCC1)C1CCCCC1.[H+].[B-](F)(F)(F)F.C(O)(C(C)(C)C)=O. (3) Given the product [Br:10][C:19]1[CH:8]=[C:2]([Cl:1])[CH:3]=[C:5]([CH3:6])[C:18]=1[NH2:20], predict the reactants needed to synthesize it. The reactants are: [Cl:1][C:2]1[CH:8]=C(C)[CH:6]=[CH:5][C:3]=1N.[Br:10]N1C(=O)CCC1=O.[C:18](#[N:20])[CH3:19]. (4) Given the product [N:37]1([CH:41]2[CH2:46][CH2:45][N:44]([C:13](=[O:15])[C@H:12]([NH:16][C:17]([N:19]3[CH2:24][CH2:23][CH:22]([N:25]4[CH2:31][CH2:30][C:29]5[CH:32]=[CH:33][CH:34]=[CH:35][C:28]=5[NH:27][C:26]4=[O:36])[CH2:21][CH2:20]3)=[O:18])[CH2:11][C:5]3[CH:6]=[CH:7][C:8]([CH2:9][CH3:10])=[C:3]([CH2:1][CH3:2])[CH:4]=3)[CH2:43][CH2:42]2)[CH2:40][CH2:39][CH2:38]1, predict the reactants needed to synthesize it. The reactants are: [CH2:1]([C:3]1[CH:4]=[C:5]([CH2:11][C@@H:12]([NH:16][C:17]([N:19]2[CH2:24][CH2:23][CH:22]([N:25]3[CH2:31][CH2:30][C:29]4[CH:32]=[CH:33][CH:34]=[CH:35][C:28]=4[NH:27][C:26]3=[O:36])[CH2:21][CH2:20]2)=[O:18])[C:13]([OH:15])=O)[CH:6]=[CH:7][C:8]=1[CH2:9][CH3:10])[CH3:2].[N:37]1([CH:41]2[CH2:46][CH2:45][NH:44][CH2:43][CH2:42]2)[CH2:40][CH2:39][CH2:38]1. (5) Given the product [Cl:7][C:8]1[CH:9]=[CH:10][C:11]([NH:14][C:15](=[O:22])[C:16]([C:1]2[CH:6]=[CH:5][CH:4]=[CH:3][CH:2]=2)([C:1]2[CH:6]=[CH:5][CH:4]=[CH:3][CH:2]=2)[C:17]([O:19][CH2:20][CH3:21])=[O:18])=[CH:12][CH:13]=1, predict the reactants needed to synthesize it. The reactants are: [C:1]1[CH:6]=[CH:5][CH:4]=[CH:3][C:2]#1.[Cl:7][C:8]1[CH:13]=[CH:12][C:11]([NH:14][C:15](=[O:22])[CH2:16][C:17]([O:19][CH2:20][CH3:21])=[O:18])=[CH:10][CH:9]=1.C([O-])(O)=O.[Na+].[F-].[Cs+]. (6) Given the product [Cl:1][C:2]1[CH:7]=[CH:6][C:5]([CH:8]2[CH2:9][CH2:10][NH:11][CH2:12][CH2:13]2)=[CH:4][CH:3]=1, predict the reactants needed to synthesize it. The reactants are: [Cl:1][C:2]1[CH:7]=[CH:6][C:5]([C:8]2[CH2:9][CH2:10][NH:11][CH2:12][CH:13]=2)=[CH:4][CH:3]=1.[H][H].